This data is from Peptide-MHC class I binding affinity with 185,985 pairs from IEDB/IMGT. The task is: Regression. Given a peptide amino acid sequence and an MHC pseudo amino acid sequence, predict their binding affinity value. This is MHC class I binding data. (1) The peptide sequence is FQLQNGQFI. The MHC is H-2-Kb with pseudo-sequence H-2-Kb. The binding affinity (normalized) is 0.0673. (2) The peptide sequence is RQMKSGGRF. The MHC is HLA-A26:03 with pseudo-sequence HLA-A26:03. The binding affinity (normalized) is 0.0847. (3) The peptide sequence is TIKRRIRQL. The MHC is HLA-B57:01 with pseudo-sequence HLA-B57:01. The binding affinity (normalized) is 0.0847.